From a dataset of NCI-60 drug combinations with 297,098 pairs across 59 cell lines. Regression. Given two drug SMILES strings and cell line genomic features, predict the synergy score measuring deviation from expected non-interaction effect. Drug 1: CC1=C2C(C(=O)C3(C(CC4C(C3C(C(C2(C)C)(CC1OC(=O)C(C(C5=CC=CC=C5)NC(=O)OC(C)(C)C)O)O)OC(=O)C6=CC=CC=C6)(CO4)OC(=O)C)OC)C)OC. Drug 2: CCC1(CC2CC(C3=C(CCN(C2)C1)C4=CC=CC=C4N3)(C5=C(C=C6C(=C5)C78CCN9C7C(C=CC9)(C(C(C8N6C)(C(=O)OC)O)OC(=O)C)CC)OC)C(=O)OC)O.OS(=O)(=O)O. Cell line: SF-268. Synergy scores: CSS=48.7, Synergy_ZIP=-2.06, Synergy_Bliss=-2.41, Synergy_Loewe=0.453, Synergy_HSA=2.99.